From a dataset of Reaction yield outcomes from USPTO patents with 853,638 reactions. Predict the reaction yield, written as a fraction of the theoretical maximum amount of product (1.0 means a 100% yield; for example, 0.34 means a 34% yield). The reactants are [F:1][C:2]1[CH:7]=[C:6]([N+:8]([O-:10])=[O:9])[CH:5]=[C:4](F)[C:3]=1[N:12]1[CH:16]=[C:15]([CH3:17])[N:14]=[CH:13]1.[CH3:18][O-:19].[Na+]. The catalyst is CS(C)=O. The product is [F:1][C:2]1[CH:7]=[C:6]([N+:8]([O-:10])=[O:9])[CH:5]=[C:4]([O:19][CH3:18])[C:3]=1[N:12]1[CH:16]=[C:15]([CH3:17])[N:14]=[CH:13]1. The yield is 0.770.